Task: Predict the reactants needed to synthesize the given product.. Dataset: Full USPTO retrosynthesis dataset with 1.9M reactions from patents (1976-2016) (1) Given the product [CH3:1][C:2]([CH:6]=[CH:7][C:8]1[CH:13]=[CH:12][CH:11]=[CH:10][CH:9]=1)=[CH:3][C:4]([OH:14])=[O:5], predict the reactants needed to synthesize it. The reactants are: [CH3:1][C:2]([CH:6]=[CH:7][C:8]1[CH:13]=[CH:12][CH:11]=[CH:10][CH:9]=1)=[CH:3][CH:4]=[O:5].[OH-:14].[Na+]. (2) The reactants are: [C:1]1([C:20]2[CH:25]=[CH:24][CH:23]=[CH:22][CH:21]=2)[CH:6]=[CH:5][C:4]([S:7]([N:10]2[CH:14]=[CH:13][C:12](/[CH:15]=[CH:16]/[C:17]([OH:19])=O)=[CH:11]2)(=[O:9])=[O:8])=[CH:3][CH:2]=1.C1C=CC2N(O)N=NC=2C=1.Cl.[O:37]1[CH2:42][CH2:41][CH2:40][CH2:39][CH:38]1[O:43][NH2:44]. Given the product [C:1]1([C:20]2[CH:21]=[CH:22][CH:23]=[CH:24][CH:25]=2)[CH:2]=[CH:3][C:4]([S:7]([N:10]2[CH:14]=[CH:13][C:12](/[CH:15]=[CH:16]/[C:17]([NH:44][O:43][CH:38]3[CH2:39][CH2:40][CH2:41][CH2:42][O:37]3)=[O:19])=[CH:11]2)(=[O:8])=[O:9])=[CH:5][CH:6]=1, predict the reactants needed to synthesize it. (3) Given the product [CH:17]([O:8][C:5]1[CH:6]=[CH:7][C:2]([CH3:1])=[C:3]([N+:9]([O-:11])=[O:10])[CH:4]=1)([CH3:19])[CH3:18], predict the reactants needed to synthesize it. The reactants are: [CH3:1][C:2]1[CH:7]=[CH:6][C:5]([OH:8])=[CH:4][C:3]=1[N+:9]([O-:11])=[O:10].CS(O[CH:17]([CH3:19])[CH3:18])(=O)=O.CC1C=CC(OCCC)=CC=1[N+]([O-])=O.